This data is from Forward reaction prediction with 1.9M reactions from USPTO patents (1976-2016). The task is: Predict the product of the given reaction. The product is: [F:22][C:14]1[CH:15]=[CH:16][C:17]([N+:19]([O-:21])=[O:20])=[CH:18][C:13]=1[C:11]1[N:1]=[C:2]2[N:7]=[CH:6][C:5]([OH:8])=[CH:4][N:3]2[CH:10]=1. Given the reactants [NH2:1][C:2]1[N:7]=[CH:6][C:5]([OH:8])=[CH:4][N:3]=1.Br[CH2:10][C:11]([C:13]1[CH:18]=[C:17]([N+:19]([O-:21])=[O:20])[CH:16]=[CH:15][C:14]=1[F:22])=O, predict the reaction product.